Dataset: Reaction yield outcomes from USPTO patents with 853,638 reactions. Task: Predict the reaction yield, written as a fraction of the theoretical maximum amount of product (1.0 means a 100% yield; for example, 0.34 means a 34% yield). (1) The reactants are C([O:3][C:4](=[O:29])[CH2:5][CH2:6][CH2:7][O:8][C:9]1[CH:28]=[CH:27][C:12]2[NH:13][C:14](=[O:26])[O:15][C:16]([C:21]#[C:22][CH:23]3[CH2:25][CH2:24]3)([C:17]([F:20])([F:19])[F:18])[C:11]=2[CH:10]=1)C.[OH-].[Li+]. The catalyst is CO.O. The product is [CH:23]1([C:22]#[C:21][C:16]2([C:17]([F:20])([F:19])[F:18])[O:15][C:14](=[O:26])[NH:13][C:12]3[CH:27]=[CH:28][C:9]([O:8][CH2:7][CH2:6][CH2:5][C:4]([OH:29])=[O:3])=[CH:10][C:11]2=3)[CH2:25][CH2:24]1. The yield is 0.830. (2) The reactants are [CH2:1]([O:3][C:4](=[O:20])[CH:5]([C:11]1[CH:16]=[CH:15][N:14]=[C:13]2[CH:17]=[CH:18][S:19][C:12]=12)C(OCC)=O)[CH3:2].O.[Cl-].[Li+]. The catalyst is CS(C)=O. The product is [CH2:1]([O:3][C:4](=[O:20])[CH2:5][C:11]1[CH:16]=[CH:15][N:14]=[C:13]2[CH:17]=[CH:18][S:19][C:12]=12)[CH3:2]. The yield is 0.540. (3) The reactants are Cl[C:2]1[C:11]2[C:6](=[CH:7][C:8]([O:14][CH2:15][CH2:16][CH2:17][Cl:18])=[C:9]([O:12][CH3:13])[CH:10]=2)[N:5]=[CH:4][N:3]=1.[NH2:19][C:20]1[CH:25]=[CH:24][N:23]=[C:22]2[O:26][CH2:27][O:28][C:21]=12. No catalyst specified. The product is [Cl:18][CH2:17][CH2:16][CH2:15][O:14][C:8]1[CH:7]=[C:6]2[C:11]([C:2]([NH:19][C:20]3[CH:25]=[CH:24][N:23]=[C:22]4[O:26][CH2:27][O:28][C:21]=34)=[N:3][CH:4]=[N:5]2)=[CH:10][C:9]=1[O:12][CH3:13]. The yield is 0.680. (4) The yield is 0.860. The reactants are C1(C)C(S([N:10]2[CH:14]=[CH:13][CH:12]=[C:11]2[C:15](=[O:30])[C:16]2[CH:21]=[CH:20][C:19]([CH2:22][NH:23]C(=O)C(F)(F)F)=[CH:18][CH:17]=2)(=O)=O)=CC=CC=1.[OH-].[K+]. The catalyst is CCO. The product is [NH2:23][CH2:22][C:19]1[CH:18]=[CH:17][C:16]([C:15]([C:11]2[NH:10][CH:14]=[CH:13][CH:12]=2)=[O:30])=[CH:21][CH:20]=1. (5) The reactants are [N:1]1[C:6]2[NH:7][CH:8]=[CH:9][C:5]=2[C:4]([C:10]2[CH:11]=[N:12][N:13]([CH:15]([CH2:19][CH2:20][CH2:21][CH3:22])[CH2:16][C:17]#[N:18])[CH:14]=2)=[N:3][CH:2]=1.[P:23](=[O:27])([OH:26])([OH:25])[OH:24]. The catalyst is C(O)(C)C. The product is [P:23]([OH:27])([OH:26])([OH:25])=[O:24].[N:1]1[C:6]2[NH:7][CH:8]=[CH:9][C:5]=2[C:4]([C:10]2[CH:11]=[N:12][N:13]([CH:15]([CH2:19][CH2:20][CH2:21][CH3:22])[CH2:16][C:17]#[N:18])[CH:14]=2)=[N:3][CH:2]=1. The yield is 0.865. (6) The reactants are [F:1][C:2]1[C:11]([C:12](=[CH2:17])[C:13]([O:15][CH3:16])=[O:14])=[C:10]2[C:5]([CH:6]=[CH:7][C:8]([O:18][CH3:19])=[N:9]2)=[CH:4][CH:3]=1.[O:20]1[C:24]2([CH2:29][CH2:28][NH:27][CH2:26][CH2:25]2)[O:23][CH2:22][CH2:21]1.CN(C)C(N(C)C)=N. The catalyst is CN(C)C=O. The product is [O:20]1[C:24]2([CH2:29][CH2:28][N:27]([CH2:17][CH:12]([C:11]3[C:2]([F:1])=[CH:3][CH:4]=[C:5]4[C:10]=3[N:9]=[C:8]([O:18][CH3:19])[CH:7]=[CH:6]4)[C:13]([O:15][CH3:16])=[O:14])[CH2:26][CH2:25]2)[O:23][CH2:22][CH2:21]1. The yield is 0.710. (7) The reactants are S.[Cl:2][C:3]1[CH:4]=[CH:5][C:6]([NH:9][C:10]([C:12]2[CH:17]=[CH:16][CH:15]=[CH:14][C:13]=2[NH:18][C:19]([C:21]2[CH:26]=[CH:25][C:24]([C:27]3[CH:32]=[CH:31][CH:30]=[CH:29][C:28]=3[C:33]#[N:34])=[CH:23][CH:22]=2)=[O:20])=[O:11])=[N:7][CH:8]=1.CI.[N:37]1C=CC=CC=1. The catalyst is CCN(CC)CC.CC(C)=O.C(O)(=O)C.CO. The product is [Cl:2][C:3]1[CH:4]=[CH:5][C:6]([NH:9][C:10]([C:12]2[CH:17]=[CH:16][CH:15]=[CH:14][C:13]=2[NH:18][C:19]([C:21]2[CH:26]=[CH:25][C:24]([C:27]3[CH:32]=[CH:31][CH:30]=[CH:29][C:28]=3[C:33]([NH2:37])=[NH:34])=[CH:23][CH:22]=2)=[O:20])=[O:11])=[N:7][CH:8]=1. The yield is 0.150.